Dataset: Catalyst prediction with 721,799 reactions and 888 catalyst types from USPTO. Task: Predict which catalyst facilitates the given reaction. (1) Reactant: [Cl:1][C:2]1[CH:3]=[C:4]([C:8]2[N:9]([CH2:19][C:20]3[CH:25]=[C:24]([Cl:26])[CH:23]=[CH:22][C:21]=3[Cl:27])[C:10]([C:15]([O:17][CH3:18])=[O:16])=[C:11]([CH:13]=O)[N:12]=2)[CH:5]=[N:6][CH:7]=1.[C:28](=O)([O-])[O-].[K+].[K+].[N+](=C(P(=O)(OC)OC)C(=O)C)=[N-].O. Product: [Cl:1][C:2]1[CH:3]=[C:4]([C:8]2[N:9]([CH2:19][C:20]3[CH:25]=[C:24]([Cl:26])[CH:23]=[CH:22][C:21]=3[Cl:27])[C:10]([C:15]([O:17][CH3:18])=[O:16])=[C:11]([C:13]#[CH:28])[N:12]=2)[CH:5]=[N:6][CH:7]=1. The catalyst class is: 5. (2) Reactant: F[C:2]1[CH:8]=[CH:7][C:6]([N+:9]([O-:11])=[O:10])=[CH:5][C:3]=1[NH2:4].O.O.O.O.O.O.O.O.O.[S-2:21].[Na+].[Na+].C(=O)(O)[O-].[Na+].O. Product: [NH2:4][C:3]1[CH:5]=[C:6]([N+:9]([O-:11])=[O:10])[CH:7]=[CH:8][C:2]=1[SH:21]. The catalyst class is: 4. (3) Reactant: [CH2:1]([CH:4]([C:8]1[CH:28]=[CH:27][C:11]([CH2:12][O:13][C:14]2[CH:19]=[CH:18][C:17]([C:20]3[N:21]=[C:22]([CH2:25]O)[S:23][CH:24]=3)=[CH:16][CH:15]=2)=[CH:10][CH:9]=1)[CH2:5][CH2:6][CH3:7])[CH2:2][CH3:3].S(Cl)([Cl:31])=O. Product: [CH2:1]([CH:4]([C:8]1[CH:28]=[CH:27][C:11]([CH2:12][O:13][C:14]2[CH:19]=[CH:18][C:17]([C:20]3[N:21]=[C:22]([CH2:25][Cl:31])[S:23][CH:24]=3)=[CH:16][CH:15]=2)=[CH:10][CH:9]=1)[CH2:5][CH2:6][CH3:7])[CH2:2][CH3:3]. The catalyst class is: 22. (4) Reactant: Cl[C:2]1[CH:7]=[CH:6][C:5]([N+:8]([O-:10])=[O:9])=[CH:4][N:3]=1.[N:11]1([CH2:16][CH2:17][NH2:18])[CH2:15][CH2:14][CH2:13][CH2:12]1.ClCCl. Product: [N+:8]([C:5]1[CH:6]=[CH:7][C:2]([N:18]([C:2]2[CH:7]=[CH:6][C:5]([N+:8]([O-:10])=[O:9])=[CH:4][N:3]=2)[CH2:17][CH2:16][N:11]2[CH2:15][CH2:14][CH2:13][CH2:12]2)=[N:3][CH:4]=1)([O-:10])=[O:9]. The catalyst class is: 16.